From a dataset of hERG potassium channel inhibition data for cardiac toxicity prediction from Karim et al.. Regression/Classification. Given a drug SMILES string, predict its toxicity properties. Task type varies by dataset: regression for continuous values (e.g., LD50, hERG inhibition percentage) or binary classification for toxic/non-toxic outcomes (e.g., AMES mutagenicity, cardiotoxicity, hepatotoxicity). Dataset: herg_karim. (1) The compound is CCn1cc([C@@]2(c3nn(CCN(C)C)c(=O)o3)N[C@@H](c3nc(-c4ccc(F)cn4)c[nH]3)Cc3c2[nH]c2ccccc32)cn1. The result is 1 (blocker). (2) The molecule is [H]/N=C(/c1ccc(C(=O)Nc2ccc(Cl)cc2C(=O)Nc2ccc(Cl)cn2)c(N2CCCCC2)c1)N(C)C. The result is 1 (blocker). (3) The drug is O=C1NCc2ccc(OCCCN3CCN(c4cccc5ccc(F)cc45)CC3)cc21. The result is 1 (blocker). (4) The compound is Cc1ncc(OC[C@@]2(c3cccc(F)c3)C[C@H]2C(=O)Nc2ccc(F)cn2)c(C)n1. The result is 1 (blocker). (5) The molecule is O=C(N[C@H]1CCc2cc(CCN3CCN(c4nsc5ccccc45)CC3)ccc21)C(F)(F)F. The result is 1 (blocker). (6) The drug is O=C(Nc1ccc(-c2nnc(NCCCN3CCN4CCC3CC4)o2)cc1)c1ccccc1F. The result is 0 (non-blocker). (7) The molecule is COc1ccc(-c2cc(-c3ccc(C(=O)N4CCOCC4)cc3)cnc2N)cn1. The result is 0 (non-blocker). (8) The drug is Cc1ccc2cc(CCN3CCC[C@H]3C)ccc2n1. The result is 0 (non-blocker). (9) The result is 0 (non-blocker). The molecule is c1ccc(Nc2nc(-c3cn[nH]c3)cs2)nc1. (10) The molecule is O=C(c1ccc(OC2CC(N3CCCCC3)C2)cc1)N1CCC(F)(F)CC1. The result is 0 (non-blocker).